Dataset: Forward reaction prediction with 1.9M reactions from USPTO patents (1976-2016). Task: Predict the product of the given reaction. (1) Given the reactants [NH2:1][C:2]1[NH:6][N:5]=[C:4]([NH:7][C:8]2[CH:13]=[CH:12][CH:11]=[C:10]([Cl:14])[CH:9]=2)[C:3]=1[C:15]#[N:16].C(=O)([O-])[O-:18].[K+].[K+].OO, predict the reaction product. The product is: [NH2:1][C:2]1[NH:6][N:5]=[C:4]([NH:7][C:8]2[CH:13]=[CH:12][CH:11]=[C:10]([Cl:14])[CH:9]=2)[C:3]=1[C:15]([NH2:16])=[O:18]. (2) Given the reactants C[O:2][C:3]([C:5]1[CH:9]=[C:8]([O:10][CH2:11][C:12](=[O:17])[C:13]([CH3:16])([CH3:15])[CH3:14])[N:7]([C:18]2[CH:23]=[CH:22][CH:21]=[CH:20][C:19]=2[F:24])[N:6]=1)=[O:4].[OH-].[Li+], predict the reaction product. The product is: [CH3:14][C:13]([CH3:16])([CH3:15])[C:12](=[O:17])[CH2:11][O:10][C:8]1[N:7]([C:18]2[CH:23]=[CH:22][CH:21]=[CH:20][C:19]=2[F:24])[N:6]=[C:5]([C:3]([OH:4])=[O:2])[CH:9]=1. (3) Given the reactants C([O:7][CH2:8][C@@H:9]([O:29][C:30]([CH3:33])([CH3:32])[CH3:31])[C:10]1[C:11]([C:22]2[CH:27]=[CH:26][C:25]([Cl:28])=[CH:24][CH:23]=2)=[C:12]2[C:17](=[CH:18][C:19]=1[CH3:20])[NH:16][C:15](=[O:21])[CH:14]=[CH:13]2)(=O)C(C)(C)C.[OH-].[Na+], predict the reaction product. The product is: [C:30]([O:29][C@@H:9]([C:10]1[C:11]([C:22]2[CH:23]=[CH:24][C:25]([Cl:28])=[CH:26][CH:27]=2)=[C:12]2[C:17](=[CH:18][C:19]=1[CH3:20])[NH:16][C:15](=[O:21])[CH:14]=[CH:13]2)[CH2:8][OH:7])([CH3:33])([CH3:31])[CH3:32]. (4) Given the reactants [ClH:1].[Cl:2][C:3]1[CH:4]=[CH:5][CH:6]=[C:7]2[C:12]=1[N:11]=[C:10]([C:13]1[N:17]([CH3:18])[CH:16]=[N:15][CH:14]=1)[C:9]([CH2:19][NH:20][C:21]1[N:29]=[CH:28][N:27]=[C:26]3[C:22]=1[N:23]=[CH:24][NH:25]3)=[CH:8]2, predict the reaction product. The product is: [ClH:2].[ClH:1].[Cl:2][C:3]1[CH:4]=[CH:5][CH:6]=[C:7]2[C:12]=1[N:11]=[C:10]([C:13]1[N:17]([CH3:18])[CH:16]=[N:15][CH:14]=1)[C:9]([CH2:19][NH:20][C:21]1[N:29]=[CH:28][N:27]=[C:26]3[C:22]=1[N:23]=[CH:24][NH:25]3)=[CH:8]2. (5) Given the reactants C(OC([N:8]1[CH2:11][C:10]2([CH2:15][CH2:14][N:13]([C:16]3[CH:21]=[CH:20][C:19]([N:22]4[CH2:31][CH2:30][C:29]5[C:24](=[CH:25][CH:26]=[C:27]([O:32][CH2:33][C@@H:34]6[CH2:38][CH2:37][CH2:36][O:35]6)[CH:28]=5)[C:23]4=[O:39])=[CH:18][C:17]=3F)[CH2:12]2)[CH2:9]1)=O)(C)(C)C.[O:41]1CCC[C@H:42]1COC1C=C2C(=CC=1)C(=O)OCC2.C(OC(N1CC2(CCN(C3C=CC(N)=CC=3F)C2)C1)=O)(C)(C)C, predict the reaction product. The product is: [CH2:9]1[C:10]2([CH2:15][CH2:14][N:13]([C:16]3[CH:21]=[CH:20][C:19]([N:22]4[CH:31]=[CH:30][C:29]5[C:24](=[CH:25][CH:26]=[C:27]([O:32][CH2:33][C@@H:34]6[CH2:38][CH2:37][CH2:36][O:35]6)[CH:28]=5)[C:23]4=[O:39])=[CH:18][C:17]=3[O:41][CH3:42])[CH2:12]2)[CH2:11][NH:8]1. (6) Given the reactants COC(=O)[CH:4]([CH:11]1[CH2:13][CH:12]1[CH2:14][CH:15]1[O:19]CCO1)[CH2:5][CH2:6][CH2:7][CH2:8][CH2:9][CH3:10].[C:21]([OH:24])(=[O:23])C.O.[C:26](=O)([O-])O.[Na+], predict the reaction product. The product is: [CH3:26][O:24][C:21](=[O:23])[CH2:10][CH2:9][CH2:8][CH2:7][CH2:6][CH2:5][CH2:4][CH:11]1[CH2:13][CH:12]1[CH2:14][CH:15]=[O:19]. (7) Given the reactants [NH2:1][C:2]1[CH:24]=[CH:23][CH:22]=[CH:21][C:3]=1[NH:4][C:5]1[CH:6]=[CH:7][C:8]2[C:14](=[O:15])[C:13]3[CH:16]=[CH:17][CH:18]=[CH:19][C:12]=3[CH2:11][O:10][C:9]=2[CH:20]=1.CI.[C:27](=O)([O-])[O-].[K+].[K+], predict the reaction product. The product is: [CH3:27][NH:1][C:2]1[CH:24]=[CH:23][CH:22]=[CH:21][C:3]=1[NH:4][C:5]1[CH:6]=[CH:7][C:8]2[C:14](=[O:15])[C:13]3[CH:16]=[CH:17][CH:18]=[CH:19][C:12]=3[CH2:11][O:10][C:9]=2[CH:20]=1. (8) Given the reactants [C:1]([Mg]Br)([CH3:3])=[CH2:2].[F:6][C:7]1[CH:12]=[CH:11][CH:10]=[CH:9][C:8]=1[N+:13]([O-])=O.[NH4+].[Cl-], predict the reaction product. The product is: [F:6][C:7]1[CH:12]=[CH:11][CH:10]=[C:9]2[C:8]=1[NH:13][C:1]([CH3:3])=[CH:2]2.